Regression. Given a peptide amino acid sequence and an MHC pseudo amino acid sequence, predict their binding affinity value. This is MHC class II binding data. From a dataset of Peptide-MHC class II binding affinity with 134,281 pairs from IEDB. (1) The peptide sequence is GKKYFAATQFEPLAA. The MHC is HLA-DPA10201-DPB10501 with pseudo-sequence HLA-DPA10201-DPB10501. The binding affinity (normalized) is 0.597. (2) The peptide sequence is EKKYFAATQFEPLLA. The MHC is HLA-DPA10201-DPB10501 with pseudo-sequence HLA-DPA10201-DPB10501. The binding affinity (normalized) is 0.893. (3) The peptide sequence is QIDAFIANAGATADS. The MHC is DRB1_0802 with pseudo-sequence DRB1_0802. The binding affinity (normalized) is 0.781.